This data is from Forward reaction prediction with 1.9M reactions from USPTO patents (1976-2016). The task is: Predict the product of the given reaction. (1) Given the reactants [F:1][C:2]1[CH:7]=[C:6]([F:8])[CH:5]=[CH:4][C:3]=1[OH:9].[H-].[Na+].[N+]([C:15]1[O:19][C:18]([CH:20]=[O:21])=[CH:17][CH:16]=1)([O-])=O.O, predict the reaction product. The product is: [F:1][C:2]1[CH:7]=[C:6]([F:8])[CH:5]=[CH:4][C:3]=1[O:9][C:15]1[O:19][C:18]([CH:20]=[O:21])=[CH:17][CH:16]=1. (2) Given the reactants Br[C:2]1[NH:3][C:4]2[C:9]([C:10]=1[CH:11]1[CH2:16][CH2:15][CH2:14][CH2:13][CH2:12]1)=[CH:8][CH:7]=[C:6]([C:17]([O:19][CH3:20])=[O:18])[CH:5]=2.[CH2:21]([Sn](CCCC)(CCCC)C=C)[CH2:22]CC, predict the reaction product. The product is: [CH:11]1([C:10]2[C:9]3[C:4](=[CH:5][C:6]([C:17]([O:19][CH3:20])=[O:18])=[CH:7][CH:8]=3)[NH:3][C:2]=2[CH:21]=[CH2:22])[CH2:16][CH2:15][CH2:14][CH2:13][CH2:12]1. (3) Given the reactants [Br:1][CH2:2][C:3]([C:5]1[C:6](=[O:16])[O:7][C:8]2[C:13]([CH:14]=1)=[CH:12][CH:11]=[C:10]([F:15])[CH:9]=2)=O.[CH2:17]([C:19]1[S:23][C:22]([NH2:24])=[N:21][CH:20]=1)[CH3:18], predict the reaction product. The product is: [BrH:1].[CH2:17]([C:19]1[S:23][C:22]2=[N:24][C:3]([C:5]3[C:6](=[O:16])[O:7][C:8]4[C:13]([CH:14]=3)=[CH:12][CH:11]=[C:10]([F:15])[CH:9]=4)=[CH:2][N:21]2[CH:20]=1)[CH3:18]. (4) Given the reactants [F:1][C:2]([F:26])([F:25])[C:3]1[CH:20]=[C:19]([C:21]([F:24])([F:23])[F:22])[CH:18]=[CH:17][C:4]=1[CH2:5][O:6][C:7]1[CH:14]=[CH:13][C:10](C=O)=[CH:9][C:8]=1[O:15][CH3:16].[NH:27]=[C:28]1[N:32](C(C2C=CC=CC=2)=O)[C:31](=[O:41])[NH:30][CH2:29]1.N1CCCC[CH2:43]1, predict the reaction product. The product is: [F:26][C:2]([F:25])([F:1])[C:3]1[CH:20]=[C:19]([C:21]([F:24])([F:22])[F:23])[CH:18]=[CH:17][C:4]=1[CH2:5][O:6][C:7]1[CH:14]=[CH:13][C:10](/[CH:43]=[C:29]2\[NH:30][C:31](=[O:41])[NH:32][C:28]\2=[NH:27])=[CH:9][C:8]=1[O:15][CH3:16]. (5) Given the reactants [CH3:1][N:2]1[C:10]2[C:5](=[CH:6][C:7]([CH2:11][C:12]3[N:16]4[N:17]=[C:18]([C:21](=O)[CH3:22])[CH:19]=[CH:20][C:15]4=[N:14][CH:13]=3)=[CH:8][CH:9]=2)[CH:4]=[N:3]1.Cl.[NH2:25][O:26][CH2:27][CH2:28][OH:29], predict the reaction product. The product is: [OH:29][CH2:28][CH2:27][O:26]/[N:25]=[C:21](/[C:18]1[CH:19]=[CH:20][C:15]2[N:16]([C:12]([CH2:11][C:7]3[CH:6]=[C:5]4[C:10](=[CH:9][CH:8]=3)[N:2]([CH3:1])[N:3]=[CH:4]4)=[CH:13][N:14]=2)[N:17]=1)\[CH3:22]. (6) Given the reactants [CH:1]([C:4]1[CH:9]=[C:8]([N+:10]([O-:12])=[O:11])[CH:7]=[CH:6][C:5]=1N)([CH3:3])[CH3:2].N([O-])=O.[Na+].[C:18]([Cu])#[N:19].[C-]#N.[Na+].N, predict the reaction product. The product is: [CH:1]([C:4]1[CH:9]=[C:8]([N+:10]([O-:12])=[O:11])[CH:7]=[CH:6][C:5]=1[C:18]#[N:19])([CH3:3])[CH3:2]. (7) Given the reactants [CH:1]([C:3]1[CH:8]=[CH:7][CH:6]=[CH:5][C:4]=1[C:9]1[CH:14]=[CH:13][C:12]([C:15]([N:17]2[C:23]3[CH:24]=[CH:25][CH:26]=[CH:27][C:22]=3[CH2:21][N:20]3[C:28]([C:31]([NH:33][CH2:34][C:35]4[CH:36]=[N:37][CH:38]=[CH:39][CH:40]=4)=[O:32])=[CH:29][CH:30]=[C:19]3[CH2:18]2)=[O:16])=[CH:11][CH:10]=1)=[O:2].C[Mg]Br.[CH2:44](OCC)[CH3:45], predict the reaction product. The product is: [OH:2][CH:1]([C:3]1[CH:8]=[CH:7][CH:6]=[CH:5][C:4]=1[C:9]1[CH:10]=[CH:11][C:12]([C:15]([N:17]2[C:23]3[CH:24]=[CH:25][CH:26]=[CH:27][C:22]=3[CH2:21][N:20]3[C:28]([C:31]([NH:33][CH2:34][C:35]4[CH:36]=[N:37][CH:38]=[CH:39][CH:40]=4)=[O:32])=[CH:29][CH:30]=[C:19]3[CH2:18]2)=[O:16])=[CH:13][CH:14]=1)[CH2:44][CH3:45]. (8) Given the reactants Cl[C:2]1[CH:3]=[CH:4][C:5]2[O:14][CH2:13][CH2:12][C:11]3[CH:10]=[C:9]([C:15]4[N:16]([C:20]5[CH:25]=[CH:24][C:23]([F:26])=[CH:22][C:21]=5[F:27])[N:17]=[CH:18][N:19]=4)[S:8][C:7]=3[C:6]=2[N:28]=1, predict the reaction product. The product is: [F:27][C:21]1[CH:22]=[C:23]([F:26])[CH:24]=[CH:25][C:20]=1[N:16]1[C:15]([C:9]2[S:8][C:7]3[C:6]4[N:28]=[C:2]([C:3]5[CH:2]=[N:28][C:6]([CH3:7])=[CH:5][CH:4]=5)[CH:3]=[CH:4][C:5]=4[O:14][CH2:13][CH2:12][C:11]=3[CH:10]=2)=[N:19][CH:18]=[N:17]1.